This data is from Reaction yield outcomes from USPTO patents with 853,638 reactions. The task is: Predict the reaction yield, written as a fraction of the theoretical maximum amount of product (1.0 means a 100% yield; for example, 0.34 means a 34% yield). (1) The reactants are P(Cl)(Cl)(Cl)(Cl)[Cl:2].[CH3:7][C:8]([CH3:16])([C:13](=O)[CH3:14])[C:9]([O:11][CH3:12])=[O:10]. The catalyst is C(Cl)Cl.CN(C=O)C. The product is [Cl:2][C:13](=[CH2:14])[C:8]([CH3:16])([CH3:7])[C:9]([O:11][CH3:12])=[O:10]. The yield is 0.230. (2) The reactants are [C:1]([C:3]1[CH:8]=[CH:7][C:6]([NH:9][C:10]([CH:12]2[NH:16][CH:15]([CH2:17][C:18]([CH3:21])([CH3:20])[CH3:19])[C:14]3([C:29]4[C:24](=[CH:25][C:26]([Cl:30])=[CH:27][CH:28]=4)[NH:23][C:22]3=[O:31])[CH:13]2[C:32]2[CH:37]=[CH:36][CH:35]=[C:34]([Br:38])[C:33]=2[F:39])=[O:11])=[C:5]([O:40][CH3:41])[CH:4]=1)#[N:2].[OH:42]O.[OH-].[Na+]. The catalyst is CS(C)=O. The product is [C:1]([C:3]1[CH:8]=[CH:7][C:6]([NH:9][C:10]([CH:12]2[NH:16][CH:15]([CH2:17][C:18]([CH3:21])([CH3:20])[CH3:19])[C:14]3([C:29]4[C:24](=[CH:25][C:26]([Cl:30])=[CH:27][CH:28]=4)[NH:23][C:22]3=[O:31])[CH:13]2[C:32]2[CH:37]=[CH:36][CH:35]=[C:34]([Br:38])[C:33]=2[F:39])=[O:11])=[C:5]([O:40][CH3:41])[CH:4]=1)(=[O:42])[NH2:2]. The yield is 0.670. (3) The reactants are [Br:1][C:2]1[CH:7]=[CH:6][C:5](F)=[C:4]([N+:9]([O-:11])=[O:10])[CH:3]=1.[CH2:12]([OH:16])[CH2:13][C:14]#[CH:15].C(=O)([O-])[O-].[K+].[K+]. The catalyst is CN(C=O)C.O. The product is [Br:1][C:2]1[CH:7]=[CH:6][C:5]([O:16][CH2:12][CH2:13][C:14]#[CH:15])=[C:4]([N+:9]([O-:11])=[O:10])[CH:3]=1. The yield is 0.710. (4) The reactants are C(OC([N:8]1[CH2:20][C:19]2[S:18][C:17]3[N:16]=[CH:15][N:14]=[C:13]([NH:21][CH:22]([C:25]4[CH:30]=[CH:29][CH:28]=[CH:27][CH:26]=4)[CH2:23][OH:24])[C:12]=3[C:11]=2[CH2:10][CH2:9]1)=O)(C)(C)C.C(O)(C(F)(F)F)=O.C(=O)(O)[O-].[Na+]. The catalyst is ClCCl. The product is [C:25]1([CH:22]([NH:21][C:13]2[C:12]3[C:11]4[CH2:10][CH2:9][NH:8][CH2:20][C:19]=4[S:18][C:17]=3[N:16]=[CH:15][N:14]=2)[CH2:23][OH:24])[CH:30]=[CH:29][CH:28]=[CH:27][CH:26]=1. The yield is 0.760. (5) The reactants are [Br:1][C:2]1[CH:3]=[N:4][CH:5]=[C:6]([CH:10]=1)[C:7](Cl)=[O:8].Br[C:12]1[CH:13]=[N:14][CH:15]=[C:16]([CH:20]=1)C(O)=O.C([N:23]([CH2:26]C)CC)C.O.C[N:30](C)C=O. The catalyst is ClCCl. The product is [N:14]1[CH:13]=[CH:12][CH:20]=[CH:16][C:15]=1[C:26]1[N:23]=[C:7]([C:6]2[CH:5]=[N:4][CH:3]=[C:2]([Br:1])[CH:10]=2)[O:8][N:30]=1. The yield is 0.850. (6) The reactants are CON(C)[C:4]([C:6]1[CH:20]=[CH:19][C:9]([CH2:10][NH:11][C:12](=[O:18])[O:13][C:14]([CH3:17])([CH3:16])[CH3:15])=[CH:8][CH:7]=1)=[O:5].[H-].[Al+3].[Li+].[H-].[H-].[H-]. The catalyst is C1COCC1.S(=O)(=O)(O)[O-].[K+].CCOC(C)=O. The product is [CH:4]([C:6]1[CH:7]=[CH:8][C:9]([CH2:10][NH:11][C:12](=[O:18])[O:13][C:14]([CH3:15])([CH3:16])[CH3:17])=[CH:19][CH:20]=1)=[O:5]. The yield is 0.850. (7) The reactants are [OH:1][C:2]1[CH:9]=[CH:8][C:5]([CH:6]=[O:7])=[CH:4][C:3]=1[O:10][CH3:11].C(=O)([O-])[O-].[Li+].[Li+].F[C:19]1[CH:24]=[CH:23][C:22]([C:25]([F:28])([F:27])[F:26])=[CH:21][C:20]=1[N+:29]([O-:31])=[O:30].O. The catalyst is CS(C)=O. The product is [CH3:11][O:10][C:3]1[CH:4]=[C:5]([CH:8]=[CH:9][C:2]=1[O:1][C:19]1[CH:24]=[CH:23][C:22]([C:25]([F:28])([F:26])[F:27])=[CH:21][C:20]=1[N+:29]([O-:31])=[O:30])[CH:6]=[O:7]. The yield is 0.900.